Predict the product of the given reaction. From a dataset of Forward reaction prediction with 1.9M reactions from USPTO patents (1976-2016). (1) Given the reactants Cl[CH:2]([C:7]1[O:8][C:9]2[CH:16]=[CH:15][C:14]([O:17][CH3:18])=[CH:13][C:10]=2[C:11]=1[CH3:12])[CH2:3][CH:4]([CH3:6])[CH3:5].[NH2:19][C:20]1[CH:25]=[CH:24][C:23]([C:26]([NH:28][CH2:29][CH2:30][C:31]([O:33][CH2:34][CH3:35])=[O:32])=[O:27])=[CH:22][CH:21]=1.[I-].[Na+].C(=O)([O-])[O-].[Na+].[Na+].Cl, predict the reaction product. The product is: [CH3:18][O:17][C:14]1[CH:15]=[CH:16][C:9]2[O:8][C:7]([CH:2]([NH:19][C:20]3[CH:21]=[CH:22][C:23]([C:26]([NH:28][CH2:29][CH2:30][C:31]([O:33][CH2:34][CH3:35])=[O:32])=[O:27])=[CH:24][CH:25]=3)[CH2:3][CH:4]([CH3:6])[CH3:5])=[C:11]([CH3:12])[C:10]=2[CH:13]=1. (2) Given the reactants [CH2:1]([O:3][C:4](=[O:28])[NH:5][C:6]1[CH:11]=[CH:10][CH:9]=[C:8]([CH:12]([C:14]2[C:19](=[O:20])[CH:18]=[CH:17][N:16]([C:21]3[CH:26]=[CH:25][C:24]([Cl:27])=[CH:23][CH:22]=3)[N:15]=2)O)[CH:7]=1)[CH3:2].CCN(S(F)(F)[F:35])CC.C([O-])(O)=O.[Na+], predict the reaction product. The product is: [CH2:1]([O:3][C:4](=[O:28])[NH:5][C:6]1[CH:11]=[CH:10][CH:9]=[C:8]([CH:12]([C:14]2[C:19](=[O:20])[CH:18]=[CH:17][N:16]([C:21]3[CH:26]=[CH:25][C:24]([Cl:27])=[CH:23][CH:22]=3)[N:15]=2)[F:35])[CH:7]=1)[CH3:2]. (3) Given the reactants Cl.[CH3:2][C:3]([NH2:16])([CH3:15])[CH2:4][C:5]1[CH:14]=[CH:13][C:12]2[C:7](=[CH:8][CH:9]=[CH:10][CH:11]=2)[CH:6]=1.[Cl:17][C:18]1[CH:19]=[C:20]([N+:25]([O-:27])=[O:26])[CH:21]=[CH:22][C:23]=1F.C([O-])([O-])=O.[K+].[K+].O, predict the reaction product. The product is: [Cl:17][C:18]1[CH:19]=[C:20]([N+:25]([O-:27])=[O:26])[CH:21]=[CH:22][C:23]=1[NH:16][C:3]([CH3:2])([CH3:15])[CH2:4][C:5]1[CH:14]=[CH:13][C:12]2[C:7](=[CH:8][CH:9]=[CH:10][CH:11]=2)[CH:6]=1. (4) Given the reactants CO[C:3]([C:5]1[CH:10]=[CH:9][N:8]2[CH:11]=[N:12][CH:13]=[C:7]2[C:6]=1[NH:14][C:15]1[CH:20]=[CH:19][C:18]([S:21][CH3:22])=[CH:17][C:16]=1[F:23])=[O:4].[OH-].[Na+].[CH:26]([O:28][CH2:29][CH2:30][O:31][NH2:32])=[CH2:27].CCN=C=NCCCN(C)C.C1C=CC2N(O)N=NC=2C=1, predict the reaction product. The product is: [CH:26]([O:28][CH2:29][CH2:30][O:31][NH:32][C:3]([C:5]1[CH:10]=[CH:9][N:8]2[CH:11]=[N:12][CH:13]=[C:7]2[C:6]=1[NH:14][C:15]1[CH:20]=[CH:19][C:18]([S:21][CH3:22])=[CH:17][C:16]=1[F:23])=[O:4])=[CH2:27]. (5) Given the reactants [N+:1]([C:4]1[CH:12]=[CH:11][C:7]2[N:8]=[CH:9][S:10][C:6]=2[CH:5]=1)([O-])=O.Cl[Sn]Cl.[NH4+].[OH-], predict the reaction product. The product is: [S:10]1[C:6]2[CH:5]=[C:4]([NH2:1])[CH:12]=[CH:11][C:7]=2[N:8]=[CH:9]1. (6) Given the reactants C([O:3][C:4](=[O:15])[C:5]([C:7]1[S:8][C:9]([Br:14])=[C:10]([Br:13])[C:11]=1[Br:12])=[O:6])C.Cl, predict the reaction product. The product is: [Br:12][C:11]1[C:10]([Br:13])=[C:9]([Br:14])[S:8][C:7]=1[C:5](=[O:6])[C:4]([OH:15])=[O:3]. (7) Given the reactants [Br:1][C:2]1[CH:7]=[CH:6][C:5](I)=[CH:4][C:3]=1[F:9].[NH:10]1[C:18]2[CH:17]=[CH:16][CH:15]=[C:14](B(O)O)[C:13]=2[CH:12]=[CH:11]1.C([O-])(=O)C.[K+].C([O-])([O-])=O.[Cs+].[Cs+], predict the reaction product. The product is: [Br:1][C:2]1[CH:7]=[CH:6][C:5]([C:14]2[CH:15]=[CH:16][CH:17]=[C:18]3[C:13]=2[CH:12]=[CH:11][NH:10]3)=[CH:4][C:3]=1[F:9]. (8) The product is: [NH2:79][C:72]1[N:73]=[CH:74][C:75]2[C:70]([CH:71]=1)=[C:69]([CH2:68][N:14]1[C:13]3[CH:18]=[C:19]([F:20])[C:10]([S:7]([NH:6][C:21]4[S:25][N:24]=[CH:23][N:22]=4)(=[O:9])=[O:8])=[CH:11][C:12]=3[O:16][C:15]1=[O:17])[CH:78]=[CH:77][CH:76]=2. Given the reactants COC1C=C(OC)C=CC=1C[N:6]([C:21]1[S:25][N:24]=[CH:23][N:22]=1)[S:7]([C:10]1[C:19]([F:20])=[CH:18][C:13]2[NH:14][C:15](=[O:17])[O:16][C:12]=2[CH:11]=1)(=[O:9])=[O:8].N(/C(OC(C)(C)C)=O)=N\C(OC(C)(C)C)=O.C1(P(C2C=CC=CC=2)C2C=CC=CC=2)C=CC=CC=1.O[CH2:68][C:69]1[CH:78]=[CH:77][CH:76]=[C:75]2[C:70]=1[CH:71]=[C:72]([NH:79]C(=O)OC(C)(C)C)[N:73]=[CH:74]2, predict the reaction product. (9) Given the reactants Cl.[C:2]([C:4]1[CH:34]=[CH:33][C:7]([CH2:8][O:9][CH:10]([C:27]2[N:31]([CH3:32])[CH:30]=[N:29][CH:28]=2)[C:11]2[CH:16]=[C:15]([C:17]3[CH:22]=[CH:21][CH:20]=[CH:19][C:18]=3[CH:23]=[O:24])[C:14]([C:25]#[N:26])=[CH:13][CH:12]=2)=[CH:6][CH:5]=1)#[N:3].CC(C)=[O:37], predict the reaction product. The product is: [C:25]([C:14]1[CH:13]=[CH:12][C:11]([CH:10]([O:9][CH2:8][C:7]2[CH:33]=[CH:34][C:4]([C:2]#[N:3])=[CH:5][CH:6]=2)[C:27]2[N:31]([CH3:32])[CH:30]=[N:29][CH:28]=2)=[CH:16][C:15]=1[C:17]1[C:18]([C:23]([OH:37])=[O:24])=[CH:19][CH:20]=[CH:21][CH:22]=1)#[N:26].